From a dataset of Catalyst prediction with 721,799 reactions and 888 catalyst types from USPTO. Predict which catalyst facilitates the given reaction. (1) Reactant: [H-].C([Al+]CC(C)C)C(C)C.CCCCCC.C[O:18][C:19](=O)[C:20]1[CH:25]=[CH:24][N:23]=[C:22]([Cl:26])[CH:21]=1.Cl.C(=O)([O-])O.[Na+]. Product: [Cl:26][C:22]1[CH:21]=[C:20]([CH2:19][OH:18])[CH:25]=[CH:24][N:23]=1. The catalyst class is: 7. (2) Reactant: F[C:2](F)(F)[C:3]([OH:5])=O.[NH2:8][CH2:9][C:10]1[N:15]=[C:14]([C:16]2[S:17][C:18]3[CH:26]=[CH:25][CH:24]=[CH:23][C:19]=3[C:20](=[O:22])[N:21]=2)[CH:13]=[CH:12][CH:11]=1.CCC[C:30](Cl)=[S:31].[C:33](OCC)(=O)C.O. Product: [CH3:33][S:31][CH2:30][CH2:2][C:3]([NH:8][CH2:9][C:10]1[CH:11]=[CH:12][CH:13]=[C:14]([C:16]2[S:17][C:18]3[CH:26]=[CH:25][CH:24]=[CH:23][C:19]=3[C:20](=[O:22])[N:21]=2)[N:15]=1)=[O:5]. The catalyst class is: 80. (3) Product: [F:23][C:24]([F:33])([F:34])[C:25]1[CH:26]=[C:27]([CH:28]=[CH:29][CH:30]=1)[CH2:31][NH:32][C:20]([C:18]1[N:17]=[N:16][N:15]([CH2:14][CH2:13][CH2:12][CH2:11][C:9]2[S:10][C:6]([C:4]([O:3][CH2:1][CH3:2])=[O:5])=[N:7][N:8]=2)[CH:19]=1)=[O:22]. The catalyst class is: 18. Reactant: [CH2:1]([O:3][C:4]([C:6]1[S:10][C:9]([CH2:11][CH2:12][CH2:13][CH2:14][N:15]2[CH:19]=[C:18]([C:20]([OH:22])=O)[N:17]=[N:16]2)=[N:8][N:7]=1)=[O:5])[CH3:2].[F:23][C:24]([F:34])([F:33])[C:25]1[CH:26]=[C:27]([CH2:31][NH2:32])[CH:28]=[CH:29][CH:30]=1.CN(C(ON1N=NC2C=CC=NC1=2)=[N+](C)C)C.F[P-](F)(F)(F)(F)F.CCN(C(C)C)C(C)C. (4) Product: [CH3:1][O:2][C:3]1[CH:11]=[C:10]([O:12][CH3:13])[C:9]([O:14][CH3:15])=[CH:8][C:4]=1[C:5]([NH:16][C:17]1[N:21]=[CH:20][NH:19][N:18]=1)=[O:6]. The catalyst class is: 1. Reactant: [CH3:1][O:2][C:3]1[CH:11]=[C:10]([O:12][CH3:13])[C:9]([O:14][CH3:15])=[CH:8][C:4]=1[C:5](Cl)=[O:6].[NH2:16][C:17]1[N:21]=[CH:20][NH:19][N:18]=1. (5) Reactant: [C:1](OC(=O)C)(=[O:3])[CH3:2].Cl.Cl.[O:10]([C:17]1[C:18]([NH:33][C:34]2[S:35][CH:36]=[C:37]([CH2:39][CH:40]3[CH2:45][CH2:44][NH:43][CH2:42][CH2:41]3)[N:38]=2)=[N:19][CH:20]=[C:21]([S:23][C:24]2[CH:29]=[CH:28][N:27]=[C:26]3[CH:30]=[CH:31][S:32][C:25]=23)[CH:22]=1)[C:11]1[CH:16]=[CH:15][CH:14]=[CH:13][CH:12]=1.C(N(CC)CC)C. Product: [O:10]([C:17]1[C:18]([NH:33][C:34]2[S:35][CH:36]=[C:37]([CH2:39][CH:40]3[CH2:45][CH2:44][N:43]([C:1](=[O:3])[CH3:2])[CH2:42][CH2:41]3)[N:38]=2)=[N:19][CH:20]=[C:21]([S:23][C:24]2[CH:29]=[CH:28][N:27]=[C:26]3[CH:30]=[CH:31][S:32][C:25]=23)[CH:22]=1)[C:11]1[CH:16]=[CH:15][CH:14]=[CH:13][CH:12]=1. The catalyst class is: 1.